Dataset: Catalyst prediction with 721,799 reactions and 888 catalyst types from USPTO. Task: Predict which catalyst facilitates the given reaction. (1) Reactant: [NH:1]1[CH2:4][CH:3]([CH2:5][C:6]2[N:7]([CH3:32])[C:8]3[C:13]([N:14]=2)=[C:12]([N:15]2[CH2:20][CH2:19][O:18][CH2:17][CH2:16]2)[N:11]=[C:10]([N:21]2[C:25]4[CH:26]=[CH:27][CH:28]=[CH:29][C:24]=4[N:23]=[C:22]2[CH2:30][CH3:31])[N:9]=3)[CH2:2]1.[CH:33]1([C:36](Cl)=[O:37])[CH2:35][CH2:34]1.CCN(CC)CC. Product: [CH:33]1([C:36]([N:1]2[CH2:2][CH:3]([CH2:5][C:6]3[N:7]([CH3:32])[C:8]4[C:13]([N:14]=3)=[C:12]([N:15]3[CH2:20][CH2:19][O:18][CH2:17][CH2:16]3)[N:11]=[C:10]([N:21]3[C:25]5[CH:26]=[CH:27][CH:28]=[CH:29][C:24]=5[N:23]=[C:22]3[CH2:30][CH3:31])[N:9]=4)[CH2:4]2)=[O:37])[CH2:35][CH2:34]1. The catalyst class is: 2. (2) Reactant: C(OC([N:8]([CH2:37][C:38]([O:40]C(C)(C)C)=[O:39])[C:9]1[CH:14]=[CH:13][CH:12]=[C:11]([CH:15]([CH2:26][C:27]2[CH:32]=[CH:31][C:30]([CH2:33][CH3:34])=[C:29]([CH2:35][CH3:36])[CH:28]=2)[NH:16][S:17]([C:20]2[CH:25]=[CH:24][CH:23]=[CH:22][N:21]=2)(=[O:19])=[O:18])[N:10]=1)=O)(C)(C)C.FC(F)(F)C(O)=O. Product: [CH2:35]([C:29]1[CH:28]=[C:27]([CH:32]=[CH:31][C:30]=1[CH2:33][CH3:34])[CH2:26][CH:15]([NH:16][S:17]([C:20]1[CH:25]=[CH:24][CH:23]=[CH:22][N:21]=1)(=[O:19])=[O:18])[C:11]1[N:10]=[C:9]([NH:8][CH2:37][C:38]([OH:40])=[O:39])[CH:14]=[CH:13][CH:12]=1)[CH3:36]. The catalyst class is: 2. (3) Reactant: [C:1](Cl)(Cl)=[O:2].[C:5]([O:9][C:10]([NH:12][C:13]1[CH:17]=[CH:16][S:15][C:14]=1[C:18]([NH:20][NH2:21])=[O:19])=[O:11])([CH3:8])([CH3:7])[CH3:6].O. Product: [O:2]=[C:1]1[O:19][C:18]([C:14]2[S:15][CH:16]=[CH:17][C:13]=2[NH:12][C:10](=[O:11])[O:9][C:5]([CH3:8])([CH3:6])[CH3:7])=[N:20][NH:21]1. The catalyst class is: 1. (4) Reactant: [CH3:1][N:2]([N:4]=[N:5][C:6]1[CH:10]=[CH:9][S:8][C:7]=1[C:11]([O:13]C)=[O:12])[CH3:3].[OH-].[Na+].Cl. Product: [CH3:3][N:2]([N:4]=[N:5][C:6]1[CH:10]=[CH:9][S:8][C:7]=1[C:11]([OH:13])=[O:12])[CH3:1]. The catalyst class is: 24. (5) Reactant: [C:1]1([CH2:7][NH:8][C:9]([C:11]2[CH:16]=[CH:15][CH:14]=[CH:13][CH:12]=2)=[NH:10])[CH:6]=[CH:5][CH:4]=[CH:3][CH:2]=1.C([O:19][CH:20]=[C:21]([C:27](OCC)=O)[C:22]([O:24][CH2:25][CH3:26])=[O:23])C. Product: [O:19]=[C:20]1[N:8]([CH2:7][C:1]2[CH:2]=[CH:3][CH:4]=[CH:5][CH:6]=2)[C:9]([C:11]2[CH:16]=[CH:15][CH:14]=[CH:13][CH:12]=2)=[N:10][CH:27]=[C:21]1[C:22]([O:24][CH2:25][CH3:26])=[O:23]. The catalyst class is: 8. (6) Reactant: Br[C:2]1[CH:3]=[CH:4][C:5]([CH2:18][CH3:19])=[C:6]([CH:8]2[C:14](=[O:15])[CH:13]3[CH2:16][CH:10]([CH2:11][CH2:12]3)[C:9]2=[O:17])[CH:7]=1.[I-:20].[Na+].C[Si](C)(C)N[Si](C)(C)C.CN[C@@H]1CCCC[C@H]1NC. Product: [CH2:18]([C:5]1[CH:4]=[CH:3][C:2]([I:20])=[CH:7][C:6]=1[CH:8]1[C:14](=[O:15])[CH:13]2[CH2:16][CH:10]([CH2:11][CH2:12]2)[C:9]1=[O:17])[CH3:19]. The catalyst class is: 321. (7) Reactant: S(Cl)(Cl)=O.O1CCN(CC2C=CC(C(Cl)=O)=CC=2)CC1.[CH3:21][O:22][C:23]1[CH:24]=[C:25]2[C:30](=[CH:31][C:32]=1[O:33][CH3:34])[N:29]=[CH:28][CH:27]=[C:26]2[O:35][C:36]1[CH:42]=[CH:41][C:39]([NH2:40])=[CH:38][CH:37]=1.[O:43]1[CH2:48][CH2:47][N:46]([CH2:49][C:50]2[CH:55]=[CH:54][C:53]([C:56]([N:58]=[C:59]=[S:60])=[O:57])=[CH:52][CH:51]=2)[CH2:45][CH2:44]1. Product: [CH3:21][O:22][C:23]1[CH:24]=[C:25]2[C:30](=[CH:31][C:32]=1[O:33][CH3:34])[N:29]=[CH:28][CH:27]=[C:26]2[O:35][C:36]1[CH:42]=[CH:41][C:39]([NH:40][C:59]([NH:58][C:56](=[O:57])[C:53]2[CH:52]=[CH:51][C:50]([CH2:49][N:46]3[CH2:45][CH2:44][O:43][CH2:48][CH2:47]3)=[CH:55][CH:54]=2)=[S:60])=[CH:38][CH:37]=1. The catalyst class is: 234.